From a dataset of Forward reaction prediction with 1.9M reactions from USPTO patents (1976-2016). Predict the product of the given reaction. (1) The product is: [F:30][C:27]1[CH:28]=[CH:29][C:24]([CH:22]2[CH2:23][CH:21]2[CH2:20][N:18]([CH3:19])[C:12]2[CH:11]=[CH:10][N:9]3[C:4]([CH2:3][C:2]([F:32])([F:31])[F:1])=[N:6][N:7]=[C:8]3[C:13]=2[C:14]([F:17])([F:16])[F:15])=[CH:25][CH:26]=1. Given the reactants [F:1][C:2]([F:32])([F:31])[CH2:3][C:4]([NH:6][NH:7][C:8]1[C:13]([C:14]([F:17])([F:16])[F:15])=[C:12]([N:18]([CH2:20][CH:21]2[CH2:23][CH:22]2[C:24]2[CH:29]=[CH:28][C:27]([F:30])=[CH:26][CH:25]=2)[CH3:19])[CH:11]=[CH:10][N:9]=1)=O.CC[N+](S(N=C(OC)[O-])(=O)=O)(CC)CC, predict the reaction product. (2) Given the reactants Br[C:2]([F:23])([F:22])[C:3]1[C:8]([F:9])=[CH:7][C:6]([C:10]23[O:17][CH2:16][C:13]([CH2:18][CH2:19][CH3:20])([CH2:14][O:15]2)[CH2:12][O:11]3)=[CH:5][C:4]=1[F:21].[F:24][C:25]1[CH:26]=[C:27]([OH:33])[CH:28]=[C:29]([F:32])[C:30]=1[F:31].C(=O)([O-])[O-].[K+].[K+], predict the reaction product. The product is: [F:22][C:2]([F:23])([O:33][C:27]1[CH:26]=[C:25]([F:24])[C:30]([F:31])=[C:29]([F:32])[CH:28]=1)[C:3]1[C:8]([F:9])=[CH:7][C:6]([C:10]23[O:17][CH2:16][C:13]([CH2:18][CH2:19][CH3:20])([CH2:14][O:15]2)[CH2:12][O:11]3)=[CH:5][C:4]=1[F:21]. (3) Given the reactants [Cl:1][C:2]1[C:7]([C:8]([OH:10])=O)=[CH:6][N:5]=[C:4]2[N:11]([CH2:14][CH3:15])[N:12]=[CH:13][C:3]=12, predict the reaction product. The product is: [Cl:1][C:2]1[C:7]([C:8]2[O:10][C:4]([CH:3]([CH3:13])[CH3:2])=[N:11][N:12]=2)=[CH:6][N:5]=[C:4]2[N:11]([CH2:14][CH3:15])[N:12]=[CH:13][C:3]=12. (4) Given the reactants [CH3:1][N:2]([CH3:24])[CH2:3][CH2:4][CH2:5][NH:6][C:7]1[C:16]2[C:11](=[CH:12][CH:13]=[CH:14][CH:15]=2)[N:10]=[C:9]([CH2:17][N:18]2[CH2:23][CH2:22][NH:21][CH2:20][CH2:19]2)[N:8]=1.[F:25][C:26]([F:43])([F:42])[O:27][C:28]1[CH:41]=[CH:40][C:31]([CH:32](Cl)[C:33]2[CH:38]=[CH:37][CH:36]=[CH:35][CH:34]=2)=[CH:30][CH:29]=1.C(=O)([O-])[O-].[K+].[K+].[I-].[K+], predict the reaction product. The product is: [CH3:24][N:2]([CH3:1])[CH2:3][CH2:4][CH2:5][NH:6][C:7]1[C:16]2[C:11](=[CH:12][CH:13]=[CH:14][CH:15]=2)[N:10]=[C:9]([CH2:17][N:18]2[CH2:19][CH2:20][N:21]([CH:32]([C:33]3[CH:38]=[CH:37][CH:36]=[CH:35][CH:34]=3)[C:31]3[CH:30]=[CH:29][C:28]([O:27][C:26]([F:43])([F:25])[F:42])=[CH:41][CH:40]=3)[CH2:22][CH2:23]2)[N:8]=1. (5) Given the reactants [OH:1][CH2:2][CH2:3][C:4]1[CH:5]=[C:6]([CH:12]=[CH:13][CH:14]=1)[C:7]([O:9][CH2:10][CH3:11])=[O:8].ClCCl.CCN(C(C)C)C(C)C.[CH3:27][S:28](Cl)(=[O:30])=[O:29], predict the reaction product. The product is: [CH3:27][S:28]([O:1][CH2:2][CH2:3][C:4]1[CH:5]=[C:6]([CH:12]=[CH:13][CH:14]=1)[C:7]([O:9][CH2:10][CH3:11])=[O:8])(=[O:30])=[O:29]. (6) Given the reactants C([O:8][C:9]1[C:14](=[O:15])[N:13]=[C:12]([CH2:16][C:17]2([C:22]3[CH:27]=[CH:26][CH:25]=[CH:24][CH:23]=3)[CH2:21][CH2:20][CH2:19][CH2:18]2)[N:11]2[CH2:28][CH2:29][N:30]([CH3:33])[C:31](=[O:32])[C:10]=12)C1C=CC=CC=1.C1(C2C=CC=CC=2)C=CC=CC=1CC1N2CCN(C)C(=O)C2=C(O)C(=O)N=1, predict the reaction product. The product is: [OH:8][C:9]1[C:14](=[O:15])[N:13]=[C:12]([CH2:16][C:17]2([C:22]3[CH:23]=[CH:24][CH:25]=[CH:26][CH:27]=3)[CH2:18][CH2:19][CH2:20][CH2:21]2)[N:11]2[CH2:28][CH2:29][N:30]([CH3:33])[C:31](=[O:32])[C:10]=12. (7) Given the reactants C([Li])CCC.[F:6][C:7]([F:22])([F:21])[C:8]1[N:9]=[CH:10][N:11]([CH2:13][O:14][CH2:15][CH2:16][Si:17]([CH3:20])([CH3:19])[CH3:18])[CH:12]=1.Cl[C:24]1[CH:29]=[C:28]([C:30]2[CH:35]=[CH:34][C:33]([Cl:36])=[C:32]([Cl:37])[CH:31]=2)[N:27]=[CH:26][N:25]=1, predict the reaction product. The product is: [Cl:37][C:32]1[CH:31]=[C:30]([C:28]2[CH:29]=[C:24]([C:10]3[N:11]([CH2:13][O:14][CH2:15][CH2:16][Si:17]([CH3:18])([CH3:19])[CH3:20])[CH:12]=[C:8]([C:7]([F:21])([F:6])[F:22])[N:9]=3)[N:25]=[CH:26][N:27]=2)[CH:35]=[CH:34][C:33]=1[Cl:36].